Predict the reactants needed to synthesize the given product. From a dataset of Full USPTO retrosynthesis dataset with 1.9M reactions from patents (1976-2016). (1) Given the product [O:43]1[CH2:48][CH2:47][CH2:46][O:45][CH:44]1[CH2:49][CH2:50][CH:36]([OH:37])[CH2:35][O:34][C@H:31]1[CH2:32][CH2:33][C@H:28]([N:18]2[C:17](=[O:42])[C:16]([CH2:15][C:12]3[CH:13]=[CH:14][C:9]([C:4]4[C:3]([C:1]#[N:2])=[CH:8][CH:7]=[CH:6][CH:5]=4)=[CH:10][CH:11]=3)=[C:21]([CH2:22][CH2:23][CH3:24])[N:20]3[N:25]=[CH:26][N:27]=[C:19]23)[CH2:29][CH2:30]1, predict the reactants needed to synthesize it. The reactants are: [C:1]([C:3]1[CH:8]=[CH:7][CH:6]=[CH:5][C:4]=1[C:9]1[CH:14]=[CH:13][C:12]([CH2:15][C:16]2[C:17](=[O:42])[N:18]([C@H:28]3[CH2:33][CH2:32][C@H:31]([O:34][CH2:35][C:36](N(OC)C)=[O:37])[CH2:30][CH2:29]3)[C:19]3[N:20]([N:25]=[CH:26][N:27]=3)[C:21]=2[CH2:22][CH2:23][CH3:24])=[CH:11][CH:10]=1)#[N:2].[O:43]1[CH2:48][CH2:47][CH2:46][O:45][CH:44]1[CH2:49][CH2:50][Mg]Br.Cl. (2) Given the product [Br:1][C:2]1[CH:3]=[CH:4][C:5]([O:10][C:11]2[CH:16]=[CH:15][C:14]([O:17][CH3:18])=[CH:13][CH:12]=2)=[C:6]([CH:7]=[N:40][C:38]([O:47][Si:20]([CH3:22])([CH3:21])[CH3:19])=[CH2:39])[CH:9]=1, predict the reactants needed to synthesize it. The reactants are: [Br:1][C:2]1[CH:3]=[CH:4][C:5]([O:10][C:11]2[CH:16]=[CH:15][C:14]([O:17][CH3:18])=[CH:13][CH:12]=2)=[C:6]([CH:9]=1)[CH:7]=O.[CH3:19][Si:20](N[Si:20]([CH3:22])([CH3:21])[CH3:19])([CH3:22])[CH3:21].C([Li])CCC.C[Si](Cl)(C)C.[CH2:38]([N:40](CC)CC)[CH3:39].C(Cl)(=[O:47])C.